Dataset: Forward reaction prediction with 1.9M reactions from USPTO patents (1976-2016). Task: Predict the product of the given reaction. The product is: [CH2:1]([O:3][C:4](=[O:17])[CH2:5][CH:6]1[C:14]2[C:9](=[CH:10][CH:11]=[C:12]([O:15][CH3:16])[CH:13]=2)[CH2:8][CH2:7]1)[CH3:2]. Given the reactants [CH2:1]([O:3][C:4](=[O:17])[CH:5]=[C:6]1[C:14]2[C:9](=[CH:10][CH:11]=[C:12]([O:15][CH3:16])[CH:13]=2)[CH2:8][CH2:7]1)[CH3:2], predict the reaction product.